From a dataset of Forward reaction prediction with 1.9M reactions from USPTO patents (1976-2016). Predict the product of the given reaction. (1) Given the reactants [Cl:1][C:2]1[CH:3]=[C:4]([CH2:10][NH:11][C@H:12]2[CH2:17][CH2:16][N:15]([CH2:18][CH2:19][N:20]3[C:29]4[C:24](=[N:25][CH:26]=[C:27]([O:30][CH3:31])[CH:28]=4)[CH:23]=[CH:22][C:21]3=[O:32])[CH2:14][C@H:13]2[OH:33])[CH:5]=[N:6][C:7]=1[CH2:8][OH:9].Cl, predict the reaction product. The product is: [ClH:1].[Cl:1][C:2]1[CH:3]=[C:4]([CH2:10][NH:11][C@H:12]2[CH2:17][CH2:16][N:15]([CH2:18][CH2:19][N:20]3[C:29]4[C:24](=[N:25][CH:26]=[C:27]([O:30][CH3:31])[CH:28]=4)[CH:23]=[CH:22][C:21]3=[O:32])[CH2:14][C@H:13]2[OH:33])[CH:5]=[N:6][C:7]=1[CH2:8][OH:9]. (2) Given the reactants [C:1]([C:4]1[CH:5]=[CH:6][C:7]([F:28])=[C:8]([C@H:14]2[CH2:16][C@H:15]2[NH:17][C:18]([NH:20][C:21]2[CH:26]=[CH:25][C:24]([Cl:27])=[CH:23][N:22]=2)=[O:19])[C:9]=1[O:10]COC)(=[O:3])[CH3:2].Cl.O, predict the reaction product. The product is: [C:1]([C:4]1[CH:5]=[CH:6][C:7]([F:28])=[C:8]([C@H:14]2[CH2:16][C@H:15]2[NH:17][C:18]([NH:20][C:21]2[CH:26]=[CH:25][C:24]([Cl:27])=[CH:23][N:22]=2)=[O:19])[C:9]=1[OH:10])(=[O:3])[CH3:2]. (3) Given the reactants C1OC2C(=CC=[C-]C=2)O1.[Mg+2].[Br-].[CH2:12]([Mg]Br)[C:13]1[CH:18]=[CH:17][CH:16]=[CH:15][CH:14]=1.C(N1C2C(=CC=CC=2)C(=O)C1=O)CCCC.[Cl:37][C:38]1[CH:56]=[CH:55][C:41]([C:42]([N:44]2[C:52]3[C:47](=[CH:48][CH:49]=[CH:50][CH:51]=3)[C:46](=[O:53])[C:45]2=[O:54])=[O:43])=[CH:40][CH:39]=1, predict the reaction product. The product is: [CH2:12]([C:46]1([OH:53])[C:47]2[C:52](=[CH:51][CH:50]=[CH:49][CH:48]=2)[N:44]([C:42](=[O:43])[C:41]2[CH:55]=[CH:56][C:38]([Cl:37])=[CH:39][CH:40]=2)[C:45]1=[O:54])[C:13]1[CH:18]=[CH:17][CH:16]=[CH:15][CH:14]=1.